From a dataset of Peptide-MHC class I binding affinity with 185,985 pairs from IEDB/IMGT. Regression. Given a peptide amino acid sequence and an MHC pseudo amino acid sequence, predict their binding affinity value. This is MHC class I binding data. (1) The peptide sequence is MELIDGISL. The MHC is HLA-B40:01 with pseudo-sequence HLA-B40:01. The binding affinity (normalized) is 0.923. (2) The peptide sequence is TLILSNKLLY. The MHC is HLA-A03:01 with pseudo-sequence HLA-A03:01. The binding affinity (normalized) is 0.338. (3) The peptide sequence is KEPVESCPL. The MHC is HLA-B40:01 with pseudo-sequence HLA-B40:01. The binding affinity (normalized) is 0.301. (4) The peptide sequence is YVWWAAVIY. The MHC is HLA-A24:03 with pseudo-sequence HLA-A24:03. The binding affinity (normalized) is 0.0847. (5) The peptide sequence is GGNYVHLPL. The MHC is Mamu-B52 with pseudo-sequence Mamu-B52. The binding affinity (normalized) is 0.487. (6) The peptide sequence is STLERTSKASLER. The MHC is HLA-A02:01 with pseudo-sequence HLA-A02:01. The binding affinity (normalized) is 0. (7) The peptide sequence is HVGRPTTVV. The MHC is HLA-A02:03 with pseudo-sequence HLA-A02:03. The binding affinity (normalized) is 0.435.